From a dataset of Peptide-MHC class I binding affinity with 185,985 pairs from IEDB/IMGT. Regression. Given a peptide amino acid sequence and an MHC pseudo amino acid sequence, predict their binding affinity value. This is MHC class I binding data. (1) The peptide sequence is FPVKPQVPLR. The MHC is HLA-B15:03 with pseudo-sequence HLA-B15:03. The binding affinity (normalized) is 0. (2) The MHC is HLA-A33:01 with pseudo-sequence HLA-A33:01. The binding affinity (normalized) is 0. The peptide sequence is FPQGKAREF. (3) The peptide sequence is CINGACWTV. The MHC is HLA-A68:02 with pseudo-sequence HLA-A68:02. The binding affinity (normalized) is 0.659. (4) The peptide sequence is KMAVEVGSI. The MHC is HLA-A02:01 with pseudo-sequence HLA-A02:01. The binding affinity (normalized) is 0.534. (5) The peptide sequence is RVDKLTQGR. The MHC is HLA-A03:01 with pseudo-sequence HLA-A03:01. The binding affinity (normalized) is 0.149.